This data is from Catalyst prediction with 721,799 reactions and 888 catalyst types from USPTO. The task is: Predict which catalyst facilitates the given reaction. (1) Reactant: [H-].[Na+].[C:3]([O:14][CH2:15][CH3:16])(=[O:13])[CH:4]([CH:6]([C:8]([O:10][CH2:11][CH3:12])=[O:9])[OH:7])[OH:5].[Cl-]. Product: [C:8]([OH:10])(=[O:9])[CH2:6][CH2:4][CH3:3].[C:8]([OH:10])(=[O:9])[CH2:6][CH2:4][CH3:3].[C:3]([CH:4]([CH:6]([C:8]([O:10][CH2:11][CH3:12])=[O:9])[OH:7])[OH:5])([O:14][CH2:15][CH3:16])=[O:13]. The catalyst class is: 1. (2) Reactant: [Cl:1][C:2]1[S:43][C:5]2[C:6](=[O:42])[N:7](COCC[Si](C)(C)C)[C:8]3[C:9]([CH3:33])=[CH:10][C:11]([O:31]C)=[C:12]([C:14]4[CH:19]=[CH:18][C:17]([C@@H:20]([CH3:30])[CH2:21][NH:22]C(=O)OC(C)(C)C)=[CH:16][CH:15]=4)[C:13]=3[C:4]=2[CH:3]=1.B(Br)(Br)Br. Product: [ClH:1].[NH2:22][CH2:21][C@@H:20]([C:17]1[CH:18]=[CH:19][C:14]([C:12]2[C:13]3[C:4]4[CH:3]=[C:2]([Cl:1])[S:43][C:5]=4[C:6](=[O:42])[NH:7][C:8]=3[C:9]([CH3:33])=[CH:10][C:11]=2[OH:31])=[CH:15][CH:16]=1)[CH3:30]. The catalyst class is: 2. (3) Reactant: [OH:1][C@H:2]1[CH2:6][N:5]([C:7]([O:9][C:10]([CH3:13])([CH3:12])[CH3:11])=[O:8])[C@H:4]([C:14]([O:16][CH3:17])=[O:15])[CH2:3]1.CC(OI1(OC(C)=O)(OC(C)=O)OC(=O)C2C=CC=CC1=2)=O. Product: [O:1]=[C:2]1[CH2:6][N:5]([C:7]([O:9][C:10]([CH3:11])([CH3:12])[CH3:13])=[O:8])[C@@H:4]([C:14]([O:16][CH3:17])=[O:15])[CH2:3]1. The catalyst class is: 34. (4) Reactant: [Br:1][C:2]1[CH:3]=[C:4]([S:8]([N:11]2[C:15]([C:16]3[CH:21]=[CH:20][CH:19]=[CH:18][CH:17]=3)=[CH:14][C:13]([CH:22]=O)=[CH:12]2)(=[O:10])=[O:9])[CH:5]=[N:6][CH:7]=1.[CH3:24][NH2:25].[BH4-].[Na+].[C:28](=[O:31])([O-])[OH:29].[Na+]. Product: [C:13]([O:29][C:28](=[O:31])[N:25]([CH2:22][C:13]1[CH:14]=[C:15]([C:16]2[CH:21]=[CH:20][CH:19]=[CH:18][CH:17]=2)[N:11]([S:8]([C:4]2[CH:5]=[N:6][CH:7]=[C:2]([Br:1])[CH:3]=2)(=[O:10])=[O:9])[CH:12]=1)[CH3:24])([CH3:22])([CH3:14])[CH3:12]. The catalyst class is: 193. (5) The catalyst class is: 9. Reactant: CS(O[C@H:6]1[CH2:10][N:9]([C:11]([O:13][C:14]([CH3:17])([CH3:16])[CH3:15])=[O:12])[C@@H:8]([C:18](=[O:33])[NH:19][C:20]2[CH:25]=[CH:24][C:23]([N:26]3[CH2:31][CH2:30][O:29][CH2:28][C:27]3=[O:32])=[CH:22][CH:21]=2)[CH2:7]1)(=O)=O.[N-:34]=[N+:35]=[N-:36].[Na+]. Product: [N:34]([C@@H:6]1[CH2:10][N:9]([C:11]([O:13][C:14]([CH3:16])([CH3:17])[CH3:15])=[O:12])[C@@H:8]([C:18](=[O:33])[NH:19][C:20]2[CH:25]=[CH:24][C:23]([N:26]3[CH2:31][CH2:30][O:29][CH2:28][C:27]3=[O:32])=[CH:22][CH:21]=2)[CH2:7]1)=[N+:35]=[N-:36]. (6) Reactant: [CH2:1]([O:3][C:4]1[C:13]2[C:8](=[CH:9][CH:10]=[C:11]([CH:14]=O)[CH:12]=2)[N:7]=[CH:6][CH:5]=1)[CH3:2].[NH2:16][C:17]1[S:18][CH2:19][C:20](=[O:22])[N:21]=1.C([O-])(=O)C.[Na+]. Product: [NH2:16][C:17]1[S:18]/[C:19](=[CH:14]\[C:11]2[CH:12]=[C:13]3[C:8](=[CH:9][CH:10]=2)[N:7]=[CH:6][CH:5]=[C:4]3[O:3][CH2:1][CH3:2])/[C:20](=[O:22])[N:21]=1. The catalyst class is: 15.